From a dataset of Catalyst prediction with 721,799 reactions and 888 catalyst types from USPTO. Predict which catalyst facilitates the given reaction. (1) Reactant: [Cl:1][C:2]1[CH:7]=[C:6]([Cl:8])[CH:5]=[CH:4][C:3]=1[C:9]1[C:10]([OH:16])=[CH:11][CH:12]=[CH:13][C:14]=1[F:15].C(=O)([O-])[O-].[K+].[K+].[CH2:23](Br)[CH:24]=[CH2:25]. Product: [CH2:25]([O:16][C:10]1[CH:11]=[CH:12][CH:13]=[C:14]([F:15])[C:9]=1[C:3]1[CH:4]=[CH:5][C:6]([Cl:8])=[CH:7][C:2]=1[Cl:1])[CH:24]=[CH2:23]. The catalyst class is: 16. (2) Reactant: [OH-].[K+:2].[F:3][C:4]1[CH:11]=[CH:10][C:7]([CH:8]=[O:9])=[CH:6][CH:5]=1.[N+:12]([CH2:14][C:15]([O:17]C)=[O:16])#[C-:13]. Product: [F:3][C:4]1[CH:11]=[CH:10][C:7]([C@@H:8]2[O:9][CH:13]=[N:12][C@H:14]2[C:15]([O-:17])=[O:16])=[CH:6][CH:5]=1.[K+:2]. The catalyst class is: 5. (3) Reactant: C[O:2][C:3](=[O:31])[CH2:4][C:5]1[CH:14]=[C:13]([CH:15]2[CH2:20][CH2:19][N:18]([S:21]([C:24]3[CH:29]=[CH:28][CH:27]=[CH:26][CH:25]=3)(=[O:23])=[O:22])[CH2:17][CH2:16]2)[C:12]2[C:7](=[CH:8][CH:9]=[C:10]([F:30])[CH:11]=2)[CH:6]=1.O.[OH-].[Li+]. Product: [C:24]1([S:21]([N:18]2[CH2:17][CH2:16][CH:15]([C:13]3[C:12]4[C:7](=[CH:8][CH:9]=[C:10]([F:30])[CH:11]=4)[CH:6]=[C:5]([CH2:4][C:3]([OH:31])=[O:2])[CH:14]=3)[CH2:20][CH2:19]2)(=[O:23])=[O:22])[CH:25]=[CH:26][CH:27]=[CH:28][CH:29]=1. The catalyst class is: 20. (4) Reactant: [CH3:1][C:2]1([CH3:16])[CH:11]2[C:6]3([CH2:15][CH:3]1[CH2:4][CH2:5]3)[C:7]([CH3:14])([CH3:13])[CH2:8][CH2:9][C:10]2=O.[C:17](O)(=O)C.[CH:21]([NH2:23])=[NH:22]. Product: [CH3:13][C:7]1([CH3:14])[C:6]23[CH2:15][CH:3]([C:2]([CH3:16])([CH3:1])[CH:11]2[C:10]2[N:23]=[CH:21][N:22]=[CH:17][C:9]=2[CH2:8]1)[CH2:4][CH2:5]3. The catalyst class is: 51. (5) Product: [F:8][C:9]1[C:14]([I:21])=[CH:13][CH:12]=[C:11]([F:15])[N:10]=1. Reactant: C(NC(C)C)(C)C.[F:8][C:9]1[CH:14]=[CH:13][CH:12]=[C:11]([F:15])[N:10]=1.C([Li])CCC.[I:21]I. The catalyst class is: 7. (6) The catalyst class is: 5. Reactant: [CH3:1][S:2][C:3]1[CH:8]=[C:7]([C@@H:9]([NH:12][C:13]([C:15]2[C:16]3[CH:23]=[N:22][N:21]([C:24]4[CH:29]=[CH:28][C:27]([F:30])=[CH:26][CH:25]=4)[C:17]=3[CH:18]=[N:19][CH:20]=2)=[O:14])[CH2:10][CH3:11])[CH:6]=[CH:5][N:4]=1.I([O-])(=O)(=O)=[O:32].[Na+]. Product: [CH3:1][S:2]([C:3]1[CH:8]=[C:7]([C@@H:9]([NH:12][C:13]([C:15]2[C:16]3[CH:23]=[N:22][N:21]([C:24]4[CH:25]=[CH:26][C:27]([F:30])=[CH:28][CH:29]=4)[C:17]=3[CH:18]=[N:19][CH:20]=2)=[O:14])[CH2:10][CH3:11])[CH:6]=[CH:5][N:4]=1)=[O:32]. (7) Reactant: COC1C=CC(C[NH:8][C:9]2[C:14]([C:15]3[N:16]=[N:17][S:18][C:19]=3[C:20]3[CH:25]=[CH:24][CH:23]=[C:22]([Cl:26])[C:21]=3[Cl:27])=[CH:13][C:12]([Br:28])=[CH:11][N:10]=2)=CC=1.C(O)(C(F)(F)F)=O. Product: [Br:28][C:12]1[CH:13]=[C:14]([C:15]2[N:16]=[N:17][S:18][C:19]=2[C:20]2[CH:25]=[CH:24][CH:23]=[C:22]([Cl:26])[C:21]=2[Cl:27])[C:9]([NH2:8])=[N:10][CH:11]=1. The catalyst class is: 2. (8) Reactant: [C:1]([O:4][C:5](=O)[CH3:6])(=[O:3])[CH3:2].CC1[CH:16]=[CH:15][C:12]([C:13]#[N:14])=[CH:11][N+:10]=1[O-].C(O)C.C(=O)(O)[O-].[Na+]. Product: [C:13]([C:12]1[CH:15]=[CH:16][C:6]([CH2:5][O:4][C:1](=[O:3])[CH3:2])=[N:10][CH:11]=1)#[N:14]. The catalyst class is: 16.